From a dataset of Merck oncology drug combination screen with 23,052 pairs across 39 cell lines. Regression. Given two drug SMILES strings and cell line genomic features, predict the synergy score measuring deviation from expected non-interaction effect. (1) Drug 1: N#Cc1ccc(Cn2cncc2CN2CCN(c3cccc(Cl)c3)C(=O)C2)cc1. Drug 2: Nc1ccn(C2OC(CO)C(O)C2(F)F)c(=O)n1. Cell line: COLO320DM. Synergy scores: synergy=12.0. (2) Cell line: RPMI7951. Synergy scores: synergy=7.19. Drug 2: NC1(c2ccc(-c3nc4ccn5c(=O)[nH]nc5c4cc3-c3ccccc3)cc2)CCC1. Drug 1: CN1C(=O)C=CC2(C)C3CCC4(C)C(NC(=O)OCC(F)(F)F)CCC4C3CCC12. (3) Cell line: LNCAP. Synergy scores: synergy=16.6. Drug 2: C#Cc1cccc(Nc2ncnc3cc(OCCOC)c(OCCOC)cc23)c1. Drug 1: N#Cc1ccc(Cn2cncc2CN2CCN(c3cccc(Cl)c3)C(=O)C2)cc1. (4) Drug 1: O=C(CCCCCCC(=O)Nc1ccccc1)NO. Drug 2: CCN(CC)CCNC(=O)c1c(C)[nH]c(C=C2C(=O)Nc3ccc(F)cc32)c1C. Cell line: MDAMB436. Synergy scores: synergy=1.28. (5) Drug 1: CCC1(O)CC2CN(CCc3c([nH]c4ccccc34)C(C(=O)OC)(c3cc4c(cc3OC)N(C)C3C(O)(C(=O)OC)C(OC(C)=O)C5(CC)C=CCN6CCC43C65)C2)C1. Drug 2: CC(C)CC(NC(=O)C(Cc1ccccc1)NC(=O)c1cnccn1)B(O)O. Cell line: NCIH520. Synergy scores: synergy=-35.6. (6) Drug 1: CS(=O)(=O)CCNCc1ccc(-c2ccc3ncnc(Nc4ccc(OCc5cccc(F)c5)c(Cl)c4)c3c2)o1. Drug 2: Cn1cc(-c2cnn3c(N)c(Br)c(C4CCCNC4)nc23)cn1. Cell line: ZR751. Synergy scores: synergy=4.88. (7) Drug 1: CC1(c2nc3c(C(N)=O)cccc3[nH]2)CCCN1. Drug 2: CCC1(O)C(=O)OCc2c1cc1n(c2=O)Cc2cc3c(CN(C)C)c(O)ccc3nc2-1. Cell line: ZR751. Synergy scores: synergy=-3.79. (8) Drug 1: CCC1(O)CC2CN(CCc3c([nH]c4ccccc34)C(C(=O)OC)(c3cc4c(cc3OC)N(C)C3C(O)(C(=O)OC)C(OC(C)=O)C5(CC)C=CCN6CCC43C65)C2)C1. Drug 2: COC1CC2CCC(C)C(O)(O2)C(=O)C(=O)N2CCCCC2C(=O)OC(C(C)CC2CCC(OP(C)(C)=O)C(OC)C2)CC(=O)C(C)C=C(C)C(O)C(OC)C(=O)C(C)CC(C)C=CC=CC=C1C. Cell line: HCT116. Synergy scores: synergy=-19.2. (9) Synergy scores: synergy=-15.7. Drug 2: CC(C)CC(NC(=O)C(Cc1ccccc1)NC(=O)c1cnccn1)B(O)O. Drug 1: C#Cc1cccc(Nc2ncnc3cc(OCCOC)c(OCCOC)cc23)c1. Cell line: A427. (10) Drug 1: Nc1ccn(C2OC(CO)C(O)C2(F)F)c(=O)n1. Drug 2: CCc1cnn2c(NCc3ccc[n+]([O-])c3)cc(N3CCCCC3CCO)nc12. Cell line: KPL1. Synergy scores: synergy=2.91.